Dataset: NCI-60 drug combinations with 297,098 pairs across 59 cell lines. Task: Regression. Given two drug SMILES strings and cell line genomic features, predict the synergy score measuring deviation from expected non-interaction effect. (1) Drug 1: CN1C(=O)N2C=NC(=C2N=N1)C(=O)N. Drug 2: CCN(CC)CCCC(C)NC1=C2C=C(C=CC2=NC3=C1C=CC(=C3)Cl)OC. Cell line: BT-549. Synergy scores: CSS=7.88, Synergy_ZIP=-2.93, Synergy_Bliss=-0.603, Synergy_Loewe=-10.0, Synergy_HSA=-0.879. (2) Drug 1: CCC(=C(C1=CC=CC=C1)C2=CC=C(C=C2)OCCN(C)C)C3=CC=CC=C3.C(C(=O)O)C(CC(=O)O)(C(=O)O)O. Drug 2: C1C(C(OC1N2C=NC(=NC2=O)N)CO)O. Cell line: HCT-15. Synergy scores: CSS=9.39, Synergy_ZIP=3.11, Synergy_Bliss=8.09, Synergy_Loewe=-3.06, Synergy_HSA=1.86. (3) Drug 1: CC1=C(C=C(C=C1)NC2=NC=CC(=N2)N(C)C3=CC4=NN(C(=C4C=C3)C)C)S(=O)(=O)N.Cl. Drug 2: C1C(C(OC1N2C=C(C(=O)NC2=O)F)CO)O. Cell line: SR. Synergy scores: CSS=0.200, Synergy_ZIP=-26.5, Synergy_Bliss=-56.0, Synergy_Loewe=-71.6, Synergy_HSA=-54.3. (4) Drug 1: CNC(=O)C1=CC=CC=C1SC2=CC3=C(C=C2)C(=NN3)C=CC4=CC=CC=N4. Drug 2: C1=NC2=C(N1)C(=S)N=C(N2)N. Cell line: K-562. Synergy scores: CSS=68.0, Synergy_ZIP=0.971, Synergy_Bliss=0.448, Synergy_Loewe=-1.93, Synergy_HSA=2.96. (5) Drug 1: CC1=CC=C(C=C1)C2=CC(=NN2C3=CC=C(C=C3)S(=O)(=O)N)C(F)(F)F. Drug 2: CC1=C(C(=O)C2=C(C1=O)N3CC4C(C3(C2COC(=O)N)OC)N4)N. Cell line: NCI-H460. Synergy scores: CSS=38.1, Synergy_ZIP=3.91, Synergy_Bliss=0.922, Synergy_Loewe=-30.7, Synergy_HSA=-4.13. (6) Drug 1: C1=CC=C(C=C1)NC(=O)CCCCCCC(=O)NO. Drug 2: C1CNP(=O)(OC1)N(CCCl)CCCl. Cell line: NCI-H226. Synergy scores: CSS=-3.62, Synergy_ZIP=0.898, Synergy_Bliss=-0.474, Synergy_Loewe=-3.67, Synergy_HSA=-3.09. (7) Drug 1: CC12CCC(CC1=CCC3C2CCC4(C3CC=C4C5=CN=CC=C5)C)O. Drug 2: CCCCC(=O)OCC(=O)C1(CC(C2=C(C1)C(=C3C(=C2O)C(=O)C4=C(C3=O)C=CC=C4OC)O)OC5CC(C(C(O5)C)O)NC(=O)C(F)(F)F)O. Cell line: KM12. Synergy scores: CSS=9.17, Synergy_ZIP=-4.91, Synergy_Bliss=0.122, Synergy_Loewe=-1.36, Synergy_HSA=-0.933.